Dataset: Experimentally validated miRNA-target interactions with 360,000+ pairs, plus equal number of negative samples. Task: Binary Classification. Given a miRNA mature sequence and a target amino acid sequence, predict their likelihood of interaction. (1) The miRNA is hsa-miR-26b-3p with sequence CCUGUUCUCCAUUACUUGGCU. The protein sequence of the target gene is MSLLNPVLLPPKVKAYLSQGERFIKWDDETTVASPVILRVDPKGYYLYWTYQSKEMEFLDITSIRDTRFGKFAKMPKSQKLRDVFNMDFPDNSFLLKTLTVVSGPDMVDLTFHNFVSYKENVGKAWAEDVLALVKHPLTANASRSTFLDKILVKLKMQLNSEGKIPVKNFFQMFPADRKRVEAALSACHLPKGKNDAINPEDFPEPVYKSFLMSLCPRPEIDEIFTSYHAKAKPYMTKEHLTKFINQKQRDSRLNSLLFPPARPDQVQGLIDKYEPSGINAQRGQLSPEGMVWFLCGPEN.... Result: 0 (no interaction). (2) The miRNA is hsa-miR-194-3p with sequence CCAGUGGGGCUGCUGUUAUCUG. The protein sequence of the target gene is MAASGSFPLLVEGSWGPDPPKNLINKLQVYFQSRKKSGGGECEVVPEPGNPARFRVLFSPEDVRQNVLERGNHELVWQEKGTFKLTVLMPTDPEEASASKKSRKESPEEESKTKEDAVKQGDLDITHSPSSGSEKTEDVPKECENISSMVAFENLPEKVSEMVLTILVENISGLPSDDFKVEVNRDFAVAVVTFQKPIDIKKFIVDCISHRSNQQLQLAPRLLETTNVVRVENLPPGVDEYQLQLFFENPFNGGGRVARVECFPEESSALVEFCDSKVLDTVMAKTHSYNKMPLSVFPYY.... Result: 0 (no interaction). (3) The miRNA is hsa-miR-92b-3p with sequence UAUUGCACUCGUCCCGGCCUCC. The protein sequence of the target gene is MAEQESLEFGKADFVLMDTVSMPEFMANLRLRFEKGRIYTFIGEVVVSVNPYKLLNIYGRDTIEQYKGRELYERPPHLFAIADAAYKAMKRRSKDTCIVISGESGAGKTEASKYIMQYIAAITNPSQRAEVERVKNMLLKSNCVLEAFGNAKTNRNDNSSRFGKYMDINFDFKGDPIGGHINNYLLEKSRVIVQQPGERSFHSFYQLLQGGSEQMLRSLHLQKSLSSYNYIHVGAQLKSSINDAAEFRVVADAMKVIGFKPEEIQTVYKILAAILHLGNLKFVVDGDTPLIENGKVVSII.... Result: 1 (interaction). (4) The miRNA is hsa-miR-5697 with sequence UCAAGUAGUUUCAUGAUAAAGG. Result: 0 (no interaction). The protein sequence of the target gene is MAETSLLEAGASAASTAAALENLQVEASCSVCLEYLKEPVIIECGHNFCKACITRWWEDLERDFPCPVCRKTSRYRSLRPNRQLGSMVEIAKQLQTVKRKIRDESLCSQHHEPLSLFCYEDQEAVCLICAISHTHRPHTVVPMDDATQEYKEKLQKCLEPLEQKLQEITCCKASEEKKPGELKRLVESRRQQILKEFEELHRRLDEEQQTLLSRLEEEEQDILQRLRENAAHLGDRRRDLAHLAAEVEGKCLQSGFEMLKDVKSTLEKCEKVKTMEVTSVSIELEKNFSNFPRQYFALRK.... (5) The miRNA is cel-miR-56-3p with sequence UACCCGUAAUGUUUCCGCUGAG. The protein sequence of the target gene is MQREEGFNTKMADGPDEYETETGCVPLLHPEEIKPQSHYNHGYGEPLGRKTHIDDYSTWDIVKATQYGIYERCRELVEAGYDVRQPDKENVTLLHWAAINNRIDLVKYYISKGAIVDQLGGDLNSTPLHWATRQGHLSMVVQLMKYGADPSLIDGEGCSCIHLAAQFGHTSIVAYLIAKGQDVDMMDQNGMTPLMWAAYRTHSVDPTRLLLTFNVSVNLGDKYHKNTALHWAVLAGNTTVISLLLEAGGNVDAQNVKGESALDLAKQRKNVWMINHLQEARQAKGYDNPSFLRKLKADKE.... Result: 0 (no interaction). (6) The miRNA is hsa-miR-5705 with sequence UGUUUCGGGGCUCAUGGCCUGUG. The protein sequence of the target gene is MPTSVLWAVDLFGRVYTLSTAGQYWELCKDVQLEFKRVSAATQCCWGIAGDNQVYLYVCSSDVPIRHREEAYENQRWNPMGGFCEKLLPSDRWPWSDVSGLQHRPLDGVALPSPHWEWESDWYVDENFGGEPTEKGGWTYAMDFPATYTRDKKWNSCVRRRKWIRYRRYKSRDSWAKIPSKDDPKELPDPFNDLSVGGWEITEEPVGRLSVWAVSLQGKVWYREDVSHPNPEGSSWSLVETPGEVVQISCGPHDLIWATLWEGQALVREGVCRNNPKGSYWSMVEPPGSENGIMHVSAGV.... Result: 0 (no interaction). (7) The miRNA is hsa-miR-7114-5p with sequence UCUGUGGAGUGGGGUGCCUGU. The protein sequence of the target gene is MPADSTQDEDAVLSYGMKLTWDINDPQMPQEPTHFDHFREWPDGYVRFIYSSQEKKAQRHLSGWAMRNTNNHNGHILKKSCLGVVVCARACALKDGSHLQLRPAICDKARLKQQKKACPNCHSPLELVPCRGHSGYPVTNFWRLDGNAIFFQAKGVHDHPRPESKSETEGRRSALKRQMASFYQPQKRRSEEPEARSTQDIRGHLNSTAALEPTELFDMTADTSFPIPGQPSPSFPNSDVHRVTCDLPTFQGDIILPFQKYPNPSIYFPGPPWGYELASSGVTGSSPYSTLYKDSSVVPD.... Result: 0 (no interaction).